From a dataset of Catalyst prediction with 721,799 reactions and 888 catalyst types from USPTO. Predict which catalyst facilitates the given reaction. (1) Reactant: [CH3:1][C@H:2]([NH:7][C:8]([C:10]1[C:18]2[C:13](=[N:14][CH:15]=[C:16]([C:19]3[S:23][C:22]([C:24](O)=[O:25])=[CH:21][CH:20]=3)[N:17]=2)[N:12]([CH2:27][O:28][CH2:29][CH2:30][Si:31]([CH3:34])([CH3:33])[CH3:32])[CH:11]=1)=[O:9])[C:3]([CH3:6])([CH3:5])[CH3:4].[CH3:35][C:36]([CH3:41])([CH3:40])[C@H:37]([NH2:39])[CH3:38].Cl.CN(C)CCCN=C=NCC. Product: [CH3:1][C@H:2]([NH:7][C:8]([C:10]1[C:18]2[C:13](=[N:14][CH:15]=[C:16]([C:19]3[S:23][C:22]([C:24](=[O:25])[NH:39][C@H:37]([CH3:38])[C:36]([CH3:41])([CH3:40])[CH3:35])=[CH:21][CH:20]=3)[N:17]=2)[N:12]([CH2:27][O:28][CH2:29][CH2:30][Si:31]([CH3:32])([CH3:34])[CH3:33])[CH:11]=1)=[O:9])[C:3]([CH3:6])([CH3:4])[CH3:5]. The catalyst class is: 119. (2) Reactant: C(OC([N:8]1[CH2:13][CH2:12][CH:11]([N:14]2[CH:18]=[C:17]([C:19]3[N:24]=[C:23]4[N:25]([CH2:28][C:29]5[C:34]([F:35])=[CH:33][CH:32]=[C:31]([F:36])[C:30]=5[Cl:37])[N:26]=[N:27][C:22]4=[CH:21][CH:20]=3)[CH:16]=[N:15]2)[CH2:10][CH2:9]1)=O)(C)(C)C.[OH-].[Na+]. Product: [ClH:37].[Cl:37][C:30]1[C:31]([F:36])=[CH:32][CH:33]=[C:34]([F:35])[C:29]=1[CH2:28][N:25]1[C:23]2=[N:24][C:19]([C:17]3[CH:16]=[N:15][N:14]([CH:11]4[CH2:12][CH2:13][NH:8][CH2:9][CH2:10]4)[CH:18]=3)=[CH:20][CH:21]=[C:22]2[N:27]=[N:26]1. The catalyst class is: 4.